This data is from Forward reaction prediction with 1.9M reactions from USPTO patents (1976-2016). The task is: Predict the product of the given reaction. The product is: [Br:22][C:13]1[CH:14]=[C:8]([CH2:1][C:2]2[CH:3]=[CH:4][CH:5]=[CH:6][CH:7]=2)[CH:9]=[CH:10][C:11]=1[NH2:12]. Given the reactants [CH2:1]([C:8]1[CH:14]=[CH:13][C:11]([NH2:12])=[CH:10][CH:9]=1)[C:2]1[CH:7]=[CH:6][CH:5]=[CH:4][CH:3]=1.C1C(=O)N([Br:22])C(=O)C1, predict the reaction product.